From a dataset of Full USPTO retrosynthesis dataset with 1.9M reactions from patents (1976-2016). Predict the reactants needed to synthesize the given product. Given the product [Cl:19][C:4]1[C:3]2[C:8](=[CH:9][C:10]([O:14][CH3:15])=[C:11]([O:12][CH3:13])[C:2]=2[Cl:1])[N:7]=[CH:6][N:5]=1, predict the reactants needed to synthesize it. The reactants are: [Cl:1][C:2]1[C:11]([O:12][CH3:13])=[C:10]([O:14][CH3:15])[CH:9]=[C:8]2[C:3]=1[C:4](=O)[N:5]=[CH:6][NH:7]2.O=P(Cl)(Cl)[Cl:19].